Task: Predict the product of the given reaction.. Dataset: Forward reaction prediction with 1.9M reactions from USPTO patents (1976-2016) Given the reactants C[O-].[Na+].[NH2:4][C:5]1[CH:9]=[CH:8][NH:7][N:6]=1.[C:10](OC)(=[O:16])[CH2:11][C:12](OC)=[O:13], predict the reaction product. The product is: [N:7]1[N:6]2[C:10](=[O:16])[CH2:11][C:12](=[O:13])[NH:4][C:5]2=[CH:9][CH:8]=1.